From a dataset of Full USPTO retrosynthesis dataset with 1.9M reactions from patents (1976-2016). Predict the reactants needed to synthesize the given product. (1) Given the product [CH2:1]([C@@H:3]([N:7]1[CH2:11][CH2:10][CH2:9][C:8]1=[O:12])[C:4]([NH2:15])=[O:5])[CH3:2], predict the reactants needed to synthesize it. The reactants are: [CH2:1]([C@@H:3]([N:7]1[CH2:11][CH2:10][CH2:9][C:8]1=[O:12])[C:4](O)=[O:5])[CH3:2].C([N:15](CC)CC)C.CS(Cl)(=O)=O. (2) Given the product [N:1]1[CH:6]=[CH:5][C:4]([C:7]2([C:8]([O:10][CH2:11][C:12]3[CH:13]=[CH:14][CH:15]=[CH:16][CH:17]=3)=[O:9])[CH2:24][CH2:23][CH2:22][CH2:21]2)=[CH:3][CH:2]=1, predict the reactants needed to synthesize it. The reactants are: [N:1]1[CH:6]=[CH:5][C:4]([CH2:7][C:8]([O:10][CH2:11][C:12]2[CH:17]=[CH:16][CH:15]=[CH:14][CH:13]=2)=[O:9])=[CH:3][CH:2]=1.[H-].[K+].Br[CH2:21][CH2:22][CH2:23][CH2:24]Br. (3) Given the product [Cl:1][C:2]1[CH:7]=[C:6]([O:8][C:9]2[C:10]([C:22]3[CH:23]=[N:24][CH:25]=[N:26][CH:27]=3)=[N:11][C:12]([CH3:15])=[CH:13][CH:14]=2)[CH:5]=[CH:4][N:3]=1, predict the reactants needed to synthesize it. The reactants are: [Cl:1][C:2]1[CH:7]=[C:6]([O:8][C:9]2[C:10](I)=[N:11][C:12]([CH3:15])=[CH:13][CH:14]=2)[CH:5]=[CH:4][N:3]=1.C([Sn](CCCC)(CCCC)[C:22]1[CH:23]=[N:24][CH:25]=[N:26][CH:27]=1)CCC.CO. (4) Given the product [OH:32][C@H:30]([C:22]1[N:21]([C:10]2[N:9]=[C:8]3[C:13]([N:14]=[C:6]([CH2:5][CH:3]4[CH2:4][N:1]([C:43](=[O:47])[CH:44]([CH3:46])[CH3:45])[CH2:2]4)[N:7]3[CH3:33])=[C:12]([N:15]3[CH2:20][CH2:19][O:18][CH2:17][CH2:16]3)[N:11]=2)[C:25]2[CH:26]=[CH:27][CH:28]=[CH:29][C:24]=2[N:23]=1)[CH3:31], predict the reactants needed to synthesize it. The reactants are: [NH:1]1[CH2:4][CH:3]([CH2:5][C:6]2[N:7]([CH3:33])[C:8]3[C:13]([N:14]=2)=[C:12]([N:15]2[CH2:20][CH2:19][O:18][CH2:17][CH2:16]2)[N:11]=[C:10]([N:21]2[C:25]4[CH:26]=[CH:27][CH:28]=[CH:29][C:24]=4[N:23]=[C:22]2[C@@H:30]([OH:32])[CH3:31])[N:9]=3)[CH2:2]1.CCN(C(C)C)C(C)C.[C:43](Cl)(=[O:47])[CH:44]([CH3:46])[CH3:45]. (5) Given the product [F:33][C:31]1[CH:30]=[CH:29][C:26]([CH2:27][NH:28][C:4]([C:6]2[N:7]=[C:8]([C:15]3[C:16]([F:22])=[CH:17][CH:18]=[CH:19][C:20]=3[F:21])[N:9]([CH3:14])[C:10](=[O:13])[C:11]=2[OH:12])=[O:5])=[C:25]([C:24]([F:23])([F:34])[F:35])[CH:32]=1, predict the reactants needed to synthesize it. The reactants are: C(O[C:4]([C:6]1[N:7]=[C:8]([C:15]2[C:20]([F:21])=[CH:19][CH:18]=[CH:17][C:16]=2[F:22])[N:9]([CH3:14])[C:10](=[O:13])[C:11]=1[OH:12])=[O:5])C.[F:23][C:24]([F:35])([F:34])[C:25]1[CH:32]=[C:31]([F:33])[CH:30]=[CH:29][C:26]=1[CH2:27][NH2:28]. (6) Given the product [F:21][CH:8]1[C:7](=[O:6])[CH2:12][CH2:11][N:10]([C:13]([O:15][C:16]([CH3:19])([CH3:18])[CH3:17])=[O:14])[CH2:9]1, predict the reactants needed to synthesize it. The reactants are: C([SiH2][O:6][C:7]1[CH2:8][CH2:9][N:10]([C:13]([O:15][C:16]([CH3:19])([CH3:18])[CH3:17])=[O:14])[CH2:11][CH:12]=1)(C)(C)C.[B-](F)(F)(F)[F:21].[B-](F)(F)(F)F.C1[N+]2(CCl)CC[N+](F)(CC2)C1.